This data is from Full USPTO retrosynthesis dataset with 1.9M reactions from patents (1976-2016). The task is: Predict the reactants needed to synthesize the given product. The reactants are: [CH2:1]([O:8][C:9]([NH:11][C@@H:12]([CH2:25][CH2:26][CH3:27])[C:13]([O:22][CH2:23][CH3:24])([O:19][CH2:20][CH3:21])[C:14]([O:16]CC)=[O:15])=[O:10])[C:2]1[CH:7]=[CH:6][CH:5]=[CH:4][CH:3]=1.[OH-].[Na+]. Given the product [CH2:1]([O:8][C:9]([NH:11][C@@H:12]([CH2:25][CH2:26][CH3:27])[C:13]([O:19][CH2:20][CH3:21])([O:22][CH2:23][CH3:24])[C:14]([OH:16])=[O:15])=[O:10])[C:2]1[CH:3]=[CH:4][CH:5]=[CH:6][CH:7]=1, predict the reactants needed to synthesize it.